This data is from NCI-60 drug combinations with 297,098 pairs across 59 cell lines. The task is: Regression. Given two drug SMILES strings and cell line genomic features, predict the synergy score measuring deviation from expected non-interaction effect. Drug 1: CC1=C(C(=O)C2=C(C1=O)N3CC4C(C3(C2COC(=O)N)OC)N4)N. Drug 2: CC(C)CN1C=NC2=C1C3=CC=CC=C3N=C2N. Cell line: COLO 205. Synergy scores: CSS=36.4, Synergy_ZIP=5.38, Synergy_Bliss=5.10, Synergy_Loewe=-5.54, Synergy_HSA=2.20.